This data is from Reaction yield outcomes from USPTO patents with 853,638 reactions. The task is: Predict the reaction yield, written as a fraction of the theoretical maximum amount of product (1.0 means a 100% yield; for example, 0.34 means a 34% yield). The reactants are [H-].[Na+].[O:3]1[CH2:8][CH2:7][CH:6]([OH:9])[CH2:5][CH2:4]1.Cl[C:11]1[N:18]=[C:17]([C:19]([F:22])([F:21])[F:20])[CH:16]=[CH:15][C:12]=1[C:13]#[N:14]. The catalyst is O1CCCC1. The product is [O:3]1[CH2:8][CH2:7][CH:6]([O:9][C:11]2[N:18]=[C:17]([C:19]([F:22])([F:20])[F:21])[CH:16]=[CH:15][C:12]=2[C:13]#[N:14])[CH2:5][CH2:4]1. The yield is 0.600.